Dataset: Antibody developability classification from SAbDab with 2,409 antibodies. Task: Regression/Classification. Given an antibody's heavy chain and light chain sequences, predict its developability. TAP uses regression for 5 developability metrics; SAbDab uses binary classification. (1) The antibody is ['QVQLQESGGGLVNLGGSMTLSCVASGFTFNTYYMSWVRQTPEKTLELVAAINSDGEPIYYPDTLKGRVTISRDNAKKTLYLQMSSLNFEDTALYYCARLNYAVYGMDYWGQGTTVTVSS', 'DIELTQSPPSLPVSLGDQVSISCRSSQSLVSNNRRNYLHWYLQKPGQSPKLVIYKVSNRFSGVPDRFSGSGSGTDFTLKISRVAAEDLGLYFCSQSSHVPLTFGSGTKLEIK']. Result: 0 (not developable). (2) The antibody is ['AVQLEQSGPGLVRPSQTLSLTCTVSGTSFDDYYWTWVRQPPGRGLEWIGYVFYTGTTLLDPSLRGRVTMLVNTSKNQFSLRLSSVTAADTAVYYCARNLIAGGIDVWGQGSLVTVSS', 'ASVLTQPPSVSGAPGQRVTISCTGSSSNIGAGHNVKWYQQLPGTAPKLLIFHNNARFSVSKSGTSATLAITGLQAEDEADYYCQSYDRSLRVFGGGTKLTVL']. Result: 0 (not developable). (3) The antibody is ['QIQLVQSGPEVQKPGETVRISCKASGYTFTTAGMQWVQKMPGKSLKWIGWINTRSGVPKYAEDFKGRFAFSLETSASIAYLHINNLKNEDTATYFCAREGPGFVYWGQGTLVTVCS', 'QTVVTQESALTTSPGETVTLTCRSSTGAVTTSNYANWVQEKPDHLFTGLIVGTNNRVPGVPPRFSGSLIEDKAALTITGAQTEDEAIYFCALWYSNHWVFGGGTKLTVL']. Result: 0 (not developable).